The task is: Predict the reactants needed to synthesize the given product.. This data is from Full USPTO retrosynthesis dataset with 1.9M reactions from patents (1976-2016). (1) Given the product [CH2:2]([O:1][C:10](=[O:12])[C:9]1[CH:14]=[CH:15][CH:16]=[CH:17][C:8]=1[C:7]([C:5]#[N:6])=[C:23]1[CH:24]=[CH:25][C:21](=[N:18][OH:19])[S:22]1)[CH3:3], predict the reactants needed to synthesize it. The reactants are: [O-:1][CH2:2][CH3:3].[Na+].[C:5]([CH2:7][C:8]1[CH:17]=[CH:16][CH:15]=[CH:14][C:9]=1[C:10]([O:12]C)=O)#[N:6].[N+:18]([C:21]1[S:22][CH:23]=[CH:24][CH:25]=1)([O-])=[O:19].O. (2) Given the product [Cl:1][C:2]1[C:11]2[C:6](=[CH:7][CH:8]=[CH:9][CH:10]=2)[CH:5]=[C:4]([CH3:12])[C:3]=1[CH:13]([O:21][C:18]([CH3:20])([CH3:19])[C:17]([F:23])([F:22])[F:16])[CH2:15][OH:14], predict the reactants needed to synthesize it. The reactants are: [Cl:1][C:2]1[C:11]2[C:6](=[CH:7][CH:8]=[CH:9][CH:10]=2)[CH:5]=[C:4]([CH3:12])[C:3]=1[C@@H:13]1[CH2:15][O:14]1.[F:16][C:17]([F:23])([F:22])[C:18]([OH:21])([CH3:20])[CH3:19].B(F)(F)F.CCOCC. (3) Given the product [OH:5][C:4]1[CH:3]=[C:2]([CH:10]=[C:8]([OH:9])[C:6]=1[OH:7])[C:1]([O:12][C:14]1[CH:15]=[CH:16][C:17]([O:19][C:1](=[O:11])[C:2]2[CH:10]=[C:8]([OH:9])[C:6]([OH:7])=[C:4]([OH:5])[CH:3]=2)=[CH:18][C:13]=1[C:21]1[CH:26]=[CH:25][CH:24]=[CH:23][CH:22]=1)=[O:11], predict the reactants needed to synthesize it. The reactants are: [C:1]([OH:12])(=[O:11])[C:2]1[CH:10]=[C:8]([OH:9])[C:6]([OH:7])=[C:4]([OH:5])[CH:3]=1.[C:13]1([C:21]2[CH:26]=[CH:25][CH:24]=[CH:23][CH:22]=2)[C:14](O)=[CH:15][CH:16]=[C:17]([OH:19])[CH:18]=1. (4) Given the product [F:12][C:13]([F:24])([F:23])[C:14]1[CH:19]=[C:18]([C:2]2[N:3]=[CH:4][C:5]3[O:6][CH2:7][CH2:8][NH:9][C:10]=3[N:11]=2)[CH:17]=[CH:16][CH:15]=1, predict the reactants needed to synthesize it. The reactants are: Cl[C:2]1[N:3]=[CH:4][C:5]2[O:6][CH2:7][CH2:8][NH:9][C:10]=2[N:11]=1.[F:12][C:13]([F:24])([F:23])[C:14]1[CH:15]=[C:16](B(O)O)[CH:17]=[CH:18][CH:19]=1.C([O-])([O-])=O.[Na+].[Na+].[O-]S([O-])(=O)=O.[Na+].[Na+]. (5) Given the product [Br:1][C:2]1[CH:3]=[C:4]([C:5]2[S:23][C:14]3[CH:15]=[CH:16][C:17]([C:19]([F:20])([F:21])[F:22])=[CH:18][C:13]=3[N:12]=2)[CH:7]=[C:8]([Br:11])[C:9]=1[OH:10], predict the reactants needed to synthesize it. The reactants are: [Br:1][C:2]1[CH:3]=[C:4]([CH:7]=[C:8]([Br:11])[C:9]=1[OH:10])[CH:5]=O.[NH2:12][C:13]1[CH:18]=[C:17]([C:19]([F:22])([F:21])[F:20])[CH:16]=[CH:15][C:14]=1[SH:23].